Task: Predict the product of the given reaction.. Dataset: Forward reaction prediction with 1.9M reactions from USPTO patents (1976-2016) (1) Given the reactants [F:1][C:2]1[CH:7]=[C:6]([CH3:8])[C:5]([S:9][CH2:10][C:11]([F:14])([F:13])[F:12])=[CH:4][C:3]=1[NH:15][NH2:16].C(O[CH:20](O)[C:21]([F:24])([F:23])[F:22])C.CS(O)(=O)=O, predict the reaction product. The product is: [F:1][C:2]1[CH:7]=[C:6]([CH3:8])[C:5]([S:9][CH2:10][C:11]([F:13])([F:14])[F:12])=[CH:4][C:3]=1[NH:15][N:16]=[CH:20][C:21]([F:24])([F:23])[F:22]. (2) Given the reactants [NH2:1][C:2]1[C:7]2[C:8](=[O:25])[N:9]([C:13]3[CH:18]=[CH:17][C:16]([C:19]([CH3:24])([CH3:23])[C:20](O)=[O:21])=[CH:15][CH:14]=3)[CH2:10][CH2:11][O:12][C:6]=2[N:5]=[CH:4][N:3]=1.C(N(C(C)C)CC)(C)C.F[P-](F)(F)(F)(F)F.N1(O[P+](N(C)C)(N(C)C)N(C)C)C2C=CC=CC=2N=N1.[CH3:62][O:63][C:64]1[CH:71]=[CH:70][C:67]([CH2:68][NH2:69])=[CH:66][CH:65]=1, predict the reaction product. The product is: [CH3:62][O:63][C:64]1[CH:71]=[CH:70][C:67]([CH2:68][NH:69][C:20](=[O:21])[C:19]([C:16]2[CH:15]=[CH:14][C:13]([N:9]3[C:8](=[O:25])[C:7]4[C:2]([NH2:1])=[N:3][CH:4]=[N:5][C:6]=4[O:12][CH2:11][CH2:10]3)=[CH:18][CH:17]=2)([CH3:23])[CH3:24])=[CH:66][CH:65]=1.